Dataset: Forward reaction prediction with 1.9M reactions from USPTO patents (1976-2016). Task: Predict the product of the given reaction. (1) Given the reactants [CH:1]1([C:7]2[C:15]3[C:10](=[CH:11][C:12]([C:16]([O:18][CH3:19])=[O:17])=[CH:13][CH:14]=3)[NH:9][C:8]=2[C:20]2[CH:25]=[CH:24][CH:23]=[CH:22][C:21]=2[OH:26])[CH2:6][CH2:5][CH2:4][CH2:3][CH2:2]1.[F-].[Cs+].[N+](C1C=C(S(O[CH2:42][C@H:43]2[O:45][CH2:44]2)(=O)=O)C=CC=1)([O-])=O, predict the reaction product. The product is: [CH:1]1([C:7]2[C:15]3[C:10](=[CH:11][C:12]([C:16]([O:18][CH3:19])=[O:17])=[CH:13][CH:14]=3)[NH:9][C:8]=2[C:20]2[CH:25]=[CH:24][CH:23]=[CH:22][C:21]=2[O:26][CH2:42][C@@H:43]2[CH2:44][O:45]2)[CH2:6][CH2:5][CH2:4][CH2:3][CH2:2]1. (2) Given the reactants Br[C:2]1[CH:19]=[CH:18][C:5]2[NH:6][CH:7]([C:10]3[C:15]([F:16])=[CH:14][CH:13]=[CH:12][C:11]=3[F:17])[CH2:8][O:9][C:4]=2[CH:3]=1.[CH3:20][O:21][C:22]1[N:27]=[CH:26][C:25](B(O)O)=[C:24]([CH3:31])[CH:23]=1, predict the reaction product. The product is: [F:17][C:11]1[CH:12]=[CH:13][CH:14]=[C:15]([F:16])[C:10]=1[CH:7]1[NH:6][C:5]2[CH:18]=[CH:19][C:2]([C:25]3[CH:26]=[N:27][C:22]([O:21][CH3:20])=[CH:23][C:24]=3[CH3:31])=[CH:3][C:4]=2[O:9][CH2:8]1. (3) Given the reactants [Cl:1][C:2]1[CH:3]=[C:4]([C@@H:12]([CH2:16][CH:17]2[CH2:21][CH2:20][CH2:19][CH2:18]2)[C:13]([OH:15])=O)[CH:5]=[CH:6][C:7]=1[S:8]([CH3:11])(=[O:10])=[O:9].C(Cl)(=O)C(Cl)=O.[O:28]1[CH:32]=[CH:31][CH:30]=[C:29]1[C:33]1[N:34]=[CH:35][C:36]([NH2:39])=[N:37][CH:38]=1.N1C(C)=CC=CC=1C, predict the reaction product. The product is: [Cl:1][C:2]1[CH:3]=[C:4]([C@@H:12]([CH2:16][CH:17]2[CH2:21][CH2:20][CH2:19][CH2:18]2)[C:13]([NH:39][C:36]2[CH:35]=[N:34][C:33]([C:29]3[O:28][CH:32]=[CH:31][CH:30]=3)=[CH:38][N:37]=2)=[O:15])[CH:5]=[CH:6][C:7]=1[S:8]([CH3:11])(=[O:9])=[O:10]. (4) Given the reactants [Cl:1][C:2]1[CH:9]=[C:8]([N:10]([CH2:16][C:17]2[CH:22]=[C:21]([F:23])[CH:20]=[CH:19][C:18]=2[CH3:24])[C@H:11]2[CH2:15][CH2:14][NH:13][CH2:12]2)[CH:7]=[CH:6][C:3]=1[C:4]#[N:5].[CH:25]1([S:28](Cl)(=[O:30])=[O:29])[CH2:27][CH2:26]1, predict the reaction product. The product is: [Cl:1][C:2]1[CH:9]=[C:8]([N:10]([C@H:11]2[CH2:15][CH2:14][N:13]([S:28]([CH:25]3[CH2:27][CH2:26]3)(=[O:30])=[O:29])[CH2:12]2)[CH2:16][C:17]2[CH:22]=[C:21]([F:23])[CH:20]=[CH:19][C:18]=2[CH3:24])[CH:7]=[CH:6][C:3]=1[C:4]#[N:5]. (5) Given the reactants Cl[C:2]1[C:11]2[C:6](=[CH:7][C:8]([CH2:12][N:13]3C(=O)C4C(=CC=CC=4)C3=O)=[CH:9][CH:10]=2)[CH:5]=[C:4]([Cl:24])[N:3]=1.[NH4+:25].[OH-], predict the reaction product. The product is: [NH2:13][CH2:12][C:8]1[CH:7]=[C:6]2[C:11](=[CH:10][CH:9]=1)[C:2]([NH2:25])=[N:3][C:4]([Cl:24])=[CH:5]2.